From a dataset of Catalyst prediction with 721,799 reactions and 888 catalyst types from USPTO. Predict which catalyst facilitates the given reaction. Reactant: S(Cl)([Cl:3])=O.[F:5][C:6]1[CH:11]=[CH:10][C:9]([C:12]2[N:17]=[C:16]([CH3:18])[C:15]([CH2:19]O)=[CH:14][CH:13]=2)=[CH:8][CH:7]=1. Product: [Cl:3][CH2:19][C:15]1[C:16]([CH3:18])=[N:17][C:12]([C:9]2[CH:10]=[CH:11][C:6]([F:5])=[CH:7][CH:8]=2)=[CH:13][CH:14]=1. The catalyst class is: 9.